Dataset: Catalyst prediction with 721,799 reactions and 888 catalyst types from USPTO. Task: Predict which catalyst facilitates the given reaction. (1) Reactant: NO.Cl.[OH-].[Na+].CC1[N:8]([C@H:13]2[CH2:20][C@@:19]3([C:21]([O:23][CH2:24][C:25]4[CH:30]=[CH:29][CH:28]=[CH:27][CH:26]=4)=[O:22])[C@H:15]([CH2:16][CH2:17][CH2:18]3)[CH2:14]2)C(C)=CC=1. Product: [NH2:8][C@H:13]1[CH2:20][C@@:19]2([C:21]([O:23][CH2:24][C:25]3[CH:26]=[CH:27][CH:28]=[CH:29][CH:30]=3)=[O:22])[C@H:15]([CH2:16][CH2:17][CH2:18]2)[CH2:14]1. The catalyst class is: 72. (2) Reactant: C(OC(=O)[NH:7][C@H:8]([C:10]1[CH:15]=[CH:14][C:13]([F:16])=[CH:12][N:11]=1)[CH3:9])(C)(C)C.Cl.O1CCOCC1. Product: [F:16][C:13]1[CH:14]=[CH:15][C:10]([C@@H:8]([NH2:7])[CH3:9])=[N:11][CH:12]=1. The catalyst class is: 2.